From a dataset of NCI-60 drug combinations with 297,098 pairs across 59 cell lines. Regression. Given two drug SMILES strings and cell line genomic features, predict the synergy score measuring deviation from expected non-interaction effect. (1) Drug 1: COC1=CC(=CC(=C1O)OC)C2C3C(COC3=O)C(C4=CC5=C(C=C24)OCO5)OC6C(C(C7C(O6)COC(O7)C8=CC=CS8)O)O. Drug 2: C1=C(C(=O)NC(=O)N1)F. Cell line: NCI/ADR-RES. Synergy scores: CSS=24.1, Synergy_ZIP=-10.3, Synergy_Bliss=-11.4, Synergy_Loewe=-11.0, Synergy_HSA=-10.7. (2) Drug 1: C1=CN(C=N1)CC(O)(P(=O)(O)O)P(=O)(O)O. Drug 2: CC1C(C(CC(O1)OC2CC(CC3=C2C(=C4C(=C3O)C(=O)C5=C(C4=O)C(=CC=C5)OC)O)(C(=O)CO)O)N)O.Cl. Cell line: UACC-257. Synergy scores: CSS=22.9, Synergy_ZIP=-2.51, Synergy_Bliss=-0.277, Synergy_Loewe=-7.75, Synergy_HSA=0.427. (3) Drug 1: CN(CC1=CN=C2C(=N1)C(=NC(=N2)N)N)C3=CC=C(C=C3)C(=O)NC(CCC(=O)O)C(=O)O. Drug 2: C1CN(CCN1C(=O)CCBr)C(=O)CCBr. Synergy scores: CSS=33.2, Synergy_ZIP=-2.25, Synergy_Bliss=-2.14, Synergy_Loewe=-28.6, Synergy_HSA=-2.50. Cell line: TK-10. (4) Drug 1: C(CC(=O)O)C(=O)CN.Cl. Drug 2: CC1=C(C(=O)C2=C(C1=O)N3CC4C(C3(C2COC(=O)N)OC)N4)N. Cell line: MALME-3M. Synergy scores: CSS=22.1, Synergy_ZIP=-4.34, Synergy_Bliss=-3.50, Synergy_Loewe=-7.49, Synergy_HSA=-1.02. (5) Drug 1: CCC1(CC2CC(C3=C(CCN(C2)C1)C4=CC=CC=C4N3)(C5=C(C=C6C(=C5)C78CCN9C7C(C=CC9)(C(C(C8N6C=O)(C(=O)OC)O)OC(=O)C)CC)OC)C(=O)OC)O.OS(=O)(=O)O. Drug 2: CCCCCOC(=O)NC1=NC(=O)N(C=C1F)C2C(C(C(O2)C)O)O. Cell line: HCT-15. Synergy scores: CSS=-2.99, Synergy_ZIP=2.09, Synergy_Bliss=0.0274, Synergy_Loewe=-2.51, Synergy_HSA=-3.22. (6) Drug 1: CCCS(=O)(=O)NC1=C(C(=C(C=C1)F)C(=O)C2=CNC3=C2C=C(C=N3)C4=CC=C(C=C4)Cl)F. Drug 2: C1=CC=C(C(=C1)C(C2=CC=C(C=C2)Cl)C(Cl)Cl)Cl. Cell line: OVCAR-4. Synergy scores: CSS=4.38, Synergy_ZIP=0.695, Synergy_Bliss=5.52, Synergy_Loewe=3.44, Synergy_HSA=3.10. (7) Drug 1: CC12CCC(CC1=CCC3C2CCC4(C3CC=C4C5=CN=CC=C5)C)O. Drug 2: CC1=C(C(CCC1)(C)C)C=CC(=CC=CC(=CC(=O)O)C)C. Cell line: SK-MEL-5. Synergy scores: CSS=-2.93, Synergy_ZIP=-0.394, Synergy_Bliss=-2.73, Synergy_Loewe=-4.19, Synergy_HSA=-4.63.